Predict the reactants needed to synthesize the given product. From a dataset of Full USPTO retrosynthesis dataset with 1.9M reactions from patents (1976-2016). (1) Given the product [ClH:1].[Br:2][C:3]1[C:7]([C:8]#[N:9])=[N:6][N:5]([CH3:10])[C:4]=1[CH2:11][C:12]1([F:25])[CH2:13][CH2:14][NH:15][CH2:16][CH2:17]1, predict the reactants needed to synthesize it. The reactants are: [ClH:1].[Br:2][C:3]1[C:7]([C:8]#[N:9])=[N:6][N:5]([CH3:10])[C:4]=1[CH2:11][C:12]1([F:25])[CH2:17][CH2:16][N:15](C(OC(C)(C)C)=O)[CH2:14][CH2:13]1. (2) The reactants are: [CH3:1][O:2][C:3]1[CH:8]=[CH:7][C:6]([C:9]2[CH:14]=[CH:13][N:12]=[C:11]([SH:15])[N:10]=2)=[CH:5][CH:4]=1.[CH3:16][O:17][C:18](=[O:27])[C:19]1[CH:24]=[CH:23][C:22]([CH2:25]Br)=[CH:21][CH:20]=1. Given the product [CH3:16][O:17][C:18](=[O:27])[C:19]1[CH:24]=[CH:23][C:22]([CH2:25][S:15][C:11]2[N:10]=[C:9]([C:6]3[CH:7]=[CH:8][C:3]([O:2][CH3:1])=[CH:4][CH:5]=3)[CH:14]=[CH:13][N:12]=2)=[CH:21][CH:20]=1, predict the reactants needed to synthesize it. (3) Given the product [F:1][C:2]1[CH:3]=[C:4]([CH2:5][N:6]2[CH2:10][CH2:9][CH2:8][CH2:7]2)[CH:11]=[CH:12][C:13]=1[NH2:14], predict the reactants needed to synthesize it. The reactants are: [F:1][C:2]1[CH:3]=[C:4]([CH:11]=[CH:12][C:13]=1[N+:14]([O-])=O)[CH2:5][N:6]1[CH2:10][CH2:9][CH2:8][CH2:7]1. (4) Given the product [Br:1][C:2]1[CH:8]=[CH:7][C:5]([NH:6][CH2:15][C:16]2[N:20]([C:21]3[CH:26]=[CH:25][CH:24]=[CH:23][C:22]=3[Cl:27])[N:19]=[C:18]([C:28]([F:31])([F:29])[F:30])[CH:17]=2)=[CH:4][CH:3]=1, predict the reactants needed to synthesize it. The reactants are: [Br:1][C:2]1[CH:8]=[CH:7][C:5]([NH2:6])=[CH:4][CH:3]=1.C([Li])CCC.Br[CH2:15][C:16]1[N:20]([C:21]2[CH:26]=[CH:25][CH:24]=[CH:23][C:22]=2[Cl:27])[N:19]=[C:18]([C:28]([F:31])([F:30])[F:29])[CH:17]=1.C(O)(=O)C. (5) Given the product [CH2:1]([O:3][C:4](=[O:30])[CH2:5][CH2:6][C:7]1[N:16]=[C:15]([Cl:33])[C:14]2[C:9](=[CH:10][C:11]([C:18]3[C:23]([C:24]([F:25])([F:27])[F:26])=[CH:22][CH:21]=[CH:20][N:19]=3)=[CH:12][CH:13]=2)[N:8]=1)[CH3:2], predict the reactants needed to synthesize it. The reactants are: [CH2:1]([O:3][C:4](=[O:30])[CH:5](CCl)[CH2:6][C:7]1[N:16]=[C:15](O)[C:14]2[C:9](=[CH:10][C:11]([C:18]3[C:23]([C:24]([F:27])([F:26])[F:25])=[CH:22][CH:21]=[CH:20][N:19]=3)=[CH:12][CH:13]=2)[N:8]=1)[CH3:2].O=P(Cl)(Cl)[Cl:33].N1C(C)=CC=CC=1C. (6) Given the product [O:24]=[C:23]([N:16]1[CH2:17][CH2:18][N:10]([C:4]2[C:5]3[CH:9]=[CH:8][NH:7][C:6]=3[N:1]=[CH:2][N:3]=2)[CH2:11][C:12]2([CH2:14][CH2:13]2)[CH2:15]1)[CH2:22][CH2:21][C:19]#[N:20], predict the reactants needed to synthesize it. The reactants are: [N:1]1[C:6]2[NH:7][CH:8]=[CH:9][C:5]=2[C:4]([N:10]2[CH2:18][CH2:17][NH:16][CH2:15][C:12]3([CH2:14][CH2:13]3)[CH2:11]2)=[N:3][CH:2]=1.[C:19]([CH2:21][CH2:22][C:23](O)=[O:24])#[N:20].CN(C(ON1N=NC2C=CC=NC1=2)=[N+](C)C)C.F[P-](F)(F)(F)(F)F.CCN(C(C)C)C(C)C. (7) Given the product [CH3:30][C:20]1[CH:25]=[CH:24][C:23]([S:26]([O:18][CH2:17][CH:14]2[CH2:13][C:12]3[CH:11]=[CH:10][C:9]([Cl:19])=[C:8]([C:3]4[CH:4]=[CH:5][CH:6]=[CH:7][C:2]=4[CH3:1])[C:16]=3[O:15]2)(=[O:28])=[O:27])=[CH:22][CH:21]=1, predict the reactants needed to synthesize it. The reactants are: [CH3:1][C:2]1[CH:7]=[CH:6][CH:5]=[CH:4][C:3]=1[C:8]1[C:16]2[O:15][CH:14]([CH2:17][OH:18])[CH2:13][C:12]=2[CH:11]=[CH:10][C:9]=1[Cl:19].[C:20]1([CH3:30])[CH:25]=[CH:24][C:23]([S:26](Cl)(=[O:28])=[O:27])=[CH:22][CH:21]=1.CC1C=CC(S(OCC2CC3C(C(F)(F)F)=CC=C(Cl)C=3O2)(=O)=O)=CC=1. (8) Given the product [CH2:7]([O:21][C:15]1[CH:16]=[CH:17][C:18]([CH3:20])=[CH:19][C:14]=1[CH:7]([C:8]1[CH:13]=[CH:12][CH:11]=[CH:10][CH:9]=1)[CH2:6][CH2:5][N:4]([CH:1]([CH3:2])[CH3:3])[CH2:43][CH2:42][CH:37]([C:31]1[CH:32]=[C:33]([CH3:36])[CH:34]=[CH:35][C:30]=1[OH:29])[C:38]1[CH:52]=[CH:51][CH:50]=[CH:49][CH:48]=1)[C:8]1[CH:13]=[CH:12][CH:11]=[CH:10][CH:9]=1, predict the reactants needed to synthesize it. The reactants are: [CH:1]([NH:4][CH2:5][CH2:6][CH:7]([C:14]1[CH:19]=[C:18]([CH3:20])[CH:17]=[CH:16][C:15]=1[OH:21])[C:8]1[CH:13]=[CH:12][CH:11]=[CH:10][CH:9]=1)([CH3:3])[CH3:2].C([O:29][C:30]1[CH:35]=[CH:34][C:33]([CH3:36])=[CH:32][C:31]=1[C:37]1[C:38]([CH2:48][CH2:49][CH2:50][C:51]2C=CC=C[CH:52]=2)=C(S([O-])(=O)=O)C=C[C:42]=1[CH3:43])C1C=CC=CC=1. (9) Given the product [CH3:9][O:10][C:11]1[CH:16]=[CH:15][C:14]([C:2]2[CH:3]=[CH:4][C:5](=[O:8])[NH:6][CH:7]=2)=[CH:13][CH:12]=1, predict the reactants needed to synthesize it. The reactants are: Br[C:2]1[CH:3]=[CH:4][C:5](=[O:8])[NH:6][CH:7]=1.[CH3:9][O:10][C:11]1[CH:16]=[CH:15][C:14](B(O)O)=[CH:13][CH:12]=1.